This data is from Full USPTO retrosynthesis dataset with 1.9M reactions from patents (1976-2016). The task is: Predict the reactants needed to synthesize the given product. Given the product [Cl:1][C:2]1[CH:3]=[CH:4][C:5]([O:20][CH3:21])=[C:6]([C:8]2[N:16]3[C:11]([CH:12]=[N:13][C:14]([NH:27][C:26]4[CH:28]=[C:29]([O:33][CH3:34])[C:30]([O:31][CH3:32])=[C:24]([O:23][CH3:22])[CH:25]=4)=[N:15]3)=[CH:10][CH:9]=2)[CH:7]=1, predict the reactants needed to synthesize it. The reactants are: [Cl:1][C:2]1[CH:3]=[CH:4][C:5]([O:20][CH3:21])=[C:6]([C:8]2[N:16]3[C:11]([CH:12]=[N:13][C:14](S(C)=O)=[N:15]3)=[CH:10][CH:9]=2)[CH:7]=1.[CH3:22][O:23][C:24]1[CH:25]=[C:26]([CH:28]=[C:29]([O:33][CH3:34])[C:30]=1[O:31][CH3:32])[NH2:27].